This data is from Reaction yield outcomes from USPTO patents with 853,638 reactions. The task is: Predict the reaction yield, written as a fraction of the theoretical maximum amount of product (1.0 means a 100% yield; for example, 0.34 means a 34% yield). (1) The reactants are Cl.[CH3:2][C:3]1[C:11]([C:12](=[S:14])[NH2:13])=[C:6]2[CH:7]=[CH:8][CH:9]=[CH:10][N:5]2[N:4]=1.Cl[CH:16]([C:22]([CH:24]1[CH2:29][CH2:28][CH2:27][CH2:26][CH2:25]1)=O)[C:17]([O:19][CH2:20][CH3:21])=[O:18]. The catalyst is CC(O)C. The product is [CH:24]1([C:22]2[N:13]=[C:12]([C:11]3[C:3]([CH3:2])=[N:4][N:5]4[CH:10]=[CH:9][CH:8]=[CH:7][C:6]=34)[S:14][C:16]=2[C:17]([O:19][CH2:20][CH3:21])=[O:18])[CH2:29][CH2:28][CH2:27][CH2:26][CH2:25]1. The yield is 0.740. (2) The reactants are CS(O)(=O)=O.[Cl:6][C:7]1[N:12]=[C:11]([NH:13][CH2:14][CH2:15][CH2:16][CH2:17][CH:18]2[CH2:23][C:22]([CH3:25])([CH3:24])[N:21]([OH:26])[C:20]([CH3:28])([CH3:27])[CH2:19]2)[N:10]=[C:9]([NH:29][CH2:30][CH2:31][CH2:32][CH2:33][CH:34]2[CH2:39][C:38]([CH3:41])([CH3:40])[N:37]([OH:42])[C:36]([CH3:44])([CH3:43])[CH2:35]2)[N:8]=1.OO.S([O-])([O-])=O.[Na+].[Na+].[CH2:53]1[CH2:58][CH2:57][CH2:56][CH2:55][CH2:54]1. The catalyst is O.C(#N)C. The product is [Cl:6][C:7]1[N:8]=[C:9]([NH:29][CH2:30][CH2:31][CH2:32][CH2:33][CH:34]2[CH2:35][C:36]([CH3:44])([CH3:43])[N:37]([O:42][CH:53]3[CH2:58][CH2:57][CH2:56][CH2:55][CH2:54]3)[C:38]([CH3:41])([CH3:40])[CH2:39]2)[N:10]=[C:11]([NH:13][CH2:14][CH2:15][CH2:16][CH2:17][CH:18]2[CH2:19][C:20]([CH3:28])([CH3:27])[N:21]([O:26][CH:53]3[CH2:58][CH2:57][CH2:56][CH2:55][CH2:54]3)[C:22]([CH3:24])([CH3:25])[CH2:23]2)[N:12]=1. The yield is 0.500. (3) The reactants are [CH2:1]([O:3][C:4]([C:6]1[CH:15]=[C:14](Cl)[C:13]2[C:8](=[CH:9][CH:10]=[CH:11][CH:12]=2)[N:7]=1)=[O:5])[CH3:2].[Br:17][C:18]1[CH:23]=[CH:22][C:21]([OH:24])=[CH:20][CH:19]=1.C([O-])([O-])=O.[Cs+].[Cs+]. The catalyst is CN(C=O)C. The product is [CH2:1]([O:3][C:4]([C:6]1[CH:15]=[C:14]([O:24][C:21]2[CH:22]=[CH:23][C:18]([Br:17])=[CH:19][CH:20]=2)[C:13]2[C:8](=[CH:9][CH:10]=[CH:11][CH:12]=2)[N:7]=1)=[O:5])[CH3:2]. The yield is 0.423. (4) The reactants are [Cl:1][C:2]1[CH:3]=[CH:4][C:5]2[C:11](=[O:12])[CH2:10][CH2:9][C:8](=[O:13])[NH:7][C:6]=2[CH:14]=1.[CH2:15](Br)[C:16]1[CH:21]=[CH:20][CH:19]=[CH:18][CH:17]=1. No catalyst specified. The product is [CH2:15]([N:7]1[C:8](=[O:13])[CH2:9][CH2:10][C:11](=[O:12])[C:5]2[CH:4]=[CH:3][C:2]([Cl:1])=[CH:14][C:6]1=2)[C:16]1[CH:21]=[CH:20][CH:19]=[CH:18][CH:17]=1. The yield is 0.380. (5) The yield is 0.112. The reactants are [NH2:1][C:2]1[N:7]=[CH:6][N:5]=[C:4]2[N:8]([CH:14]([C:16]3[C:17]([O:32][CH3:33])=[C:18]([CH:24]4[CH2:27][N:26]([CH2:28][C@@H:29]([OH:31])[CH3:30])[CH2:25]4)[C:19]([F:23])=[C:20](Cl)[CH:21]=3)[CH3:15])[N:9]=[C:10]([CH:11]([F:13])[F:12])[C:3]=12.[CH3:34][N:35]1CCCC1=O. The product is [NH2:1][C:2]1[N:7]=[CH:6][N:5]=[C:4]2[N:8]([CH:14]([C:16]3[C:17]([O:32][CH3:33])=[C:18]([CH:24]4[CH2:27][N:26]([CH2:28][C@@H:29]([OH:31])[CH3:30])[CH2:25]4)[C:19]([F:23])=[C:20]([CH:21]=3)[C:34]#[N:35])[CH3:15])[N:9]=[C:10]([CH:11]([F:13])[F:12])[C:3]=12. The catalyst is [Zn].CC(C)([P](C(C)(C)C)([Pd][P](C(C)(C)C)(C(C)(C)C)C(C)(C)C)C(C)(C)C)C.[C-]#N.[Zn+2].[C-]#N. (6) The reactants are [BH4-].[Na+].[CH3:3][O:4][C:5]1[CH:26]=[CH:25][C:8]([CH2:9][N:10]2[CH2:15][CH2:14][N:13]3[N:16]=[C:17]([C:19](OCC)=[O:20])[CH:18]=[C:12]3[C:11]2=[O:24])=[CH:7][CH:6]=1. The product is [OH:20][CH2:19][C:17]1[CH:18]=[C:12]2[C:11](=[O:24])[N:10]([CH2:9][C:8]3[CH:25]=[CH:26][C:5]([O:4][CH3:3])=[CH:6][CH:7]=3)[CH2:15][CH2:14][N:13]2[N:16]=1. The catalyst is C1COCC1.CO.O. The yield is 0.980.